This data is from Full USPTO retrosynthesis dataset with 1.9M reactions from patents (1976-2016). The task is: Predict the reactants needed to synthesize the given product. (1) Given the product [CH3:5][O:6][C:7]1[CH:12]=[CH:11][C:10]([NH:13][C:14]([NH:1][C:2]2[S:3][CH:18]=[C:19]([C:20]([F:26])([F:25])[C:21]([F:24])([F:23])[F:22])[N:4]=2)=[O:15])=[C:9]([CH3:16])[CH:8]=1, predict the reactants needed to synthesize it. The reactants are: [NH2:1][C:2]([NH2:4])=[S:3].[CH3:5][O:6][C:7]1[CH:12]=[CH:11][C:10]([N:13]=[C:14]=[O:15])=[C:9]([CH3:16])[CH:8]=1.Br[CH2:18][C:19](=O)[C:20]([F:26])([F:25])[C:21]([F:24])([F:23])[F:22]. (2) Given the product [Br:12][C:13]1[S:17][C:16]([S:18]([NH:1][CH2:2][CH2:3][NH:4][C:5](=[O:11])[O:6][C:7]([CH3:8])([CH3:10])[CH3:9])(=[O:20])=[O:19])=[CH:15][CH:14]=1, predict the reactants needed to synthesize it. The reactants are: [NH2:1][CH2:2][CH2:3][NH:4][C:5](=[O:11])[O:6][C:7]([CH3:10])([CH3:9])[CH3:8].[Br:12][C:13]1[S:17][C:16]([S:18](Cl)(=[O:20])=[O:19])=[CH:15][CH:14]=1. (3) Given the product [F:11][C:4]1[CH:5]=[CH:6][C:7]2[C:8](=[O:10])[NH:26][C:24]([CH2:23][O:22][CH2:21][CH2:20][C:16]3[CH:17]=[CH:18][CH:19]=[C:14]([F:13])[CH:15]=3)=[N:25][C:2]=2[N:3]=1, predict the reactants needed to synthesize it. The reactants are: F[C:2]1[C:7]([C:8]([OH:10])=O)=[CH:6][CH:5]=[C:4]([F:11])[N:3]=1.Cl.[F:13][C:14]1[CH:15]=[C:16]([CH2:20][CH2:21][O:22][CH2:23][C:24]([NH2:26])=[NH:25])[CH:17]=[CH:18][CH:19]=1. (4) The reactants are: [C:1]1([CH3:18])[CH:6]=[CH:5][C:4]([N:7]2[C:16]3[C:11](=[CH:12][CH:13]=[CH:14][CH:15]=3)[CH2:10][CH2:9][C:8]2=[O:17])=[CH:3][CH:2]=1.I[CH2:20][CH2:21][CH3:22]. Given the product [CH2:20]([CH:9]1[CH2:10][C:11]2[C:16](=[CH:15][CH:14]=[CH:13][CH:12]=2)[N:7]([C:4]2[CH:3]=[CH:2][C:1]([CH3:18])=[CH:6][CH:5]=2)[C:8]1=[O:17])[CH2:21][CH3:22], predict the reactants needed to synthesize it. (5) Given the product [Cl:32][C:29]1[CH:30]=[CH:31][C:26]([NH:25][C:13]([CH:14]2[C:15]3[C:16](=[CH:20][CH:21]=[CH:22][CH:23]=3)[C:17](=[O:19])[N:12]([CH2:11][CH2:10][O:9][CH3:8])[CH:6]2[C:2]2[S:1][CH:5]=[CH:4][CH:3]=2)=[O:24])=[N:27][CH:28]=1, predict the reactants needed to synthesize it. The reactants are: [S:1]1[CH:5]=[CH:4][CH:3]=[C:2]1[CH:6]=O.[CH3:8][O:9][CH2:10][CH2:11][NH2:12].[C:13]1(=[O:24])[O:19][C:17](=O)[C:16]2=[CH:20][CH:21]=[CH:22][CH:23]=[C:15]2[CH2:14]1.[NH2:25][C:26]1[CH:31]=[CH:30][C:29]([Cl:32])=[CH:28][N:27]=1. (6) Given the product [CH3:1][O:2][C:3]1[N:8]=[N:7][C:6]([C:9]2[CH:10]=[CH:11][C:12]([CH2:13][N:23]3[CH2:24][CH2:25][CH:26]([C:29]4[CH:33]=[C:32]([C:34]5[CH:39]=[CH:38][CH:37]=[CH:36][N:35]=5)[NH:31][N:30]=4)[CH2:27][CH2:28]3)=[CH:15][CH:16]=2)=[C:5]([C:17]2[CH:18]=[CH:19][CH:20]=[CH:21][CH:22]=2)[CH:4]=1, predict the reactants needed to synthesize it. The reactants are: [CH3:1][O:2][C:3]1[N:8]=[N:7][C:6]([C:9]2[CH:16]=[CH:15][C:12]([CH:13]=O)=[CH:11][CH:10]=2)=[C:5]([C:17]2[CH:22]=[CH:21][CH:20]=[CH:19][CH:18]=2)[CH:4]=1.[NH:23]1[CH2:28][CH2:27][CH:26]([C:29]2[CH:33]=[C:32]([C:34]3[CH:39]=[CH:38][CH:37]=[CH:36][N:35]=3)[NH:31][N:30]=2)[CH2:25][CH2:24]1.C(O)(=O)C.C(O[BH-](OC(=O)C)OC(=O)C)(=O)C.[Na+]. (7) Given the product [CH3:1][O:2][C:3]1[CH:18]=[CH:17][C:16]([NH2:19])=[CH:15][C:4]=1[O:5][CH2:6][CH2:7][N:8]1[CH2:13][CH2:12][CH:11]([CH3:14])[CH2:10][CH2:9]1, predict the reactants needed to synthesize it. The reactants are: [CH3:1][O:2][C:3]1[CH:18]=[CH:17][C:16]([N+:19]([O-])=O)=[CH:15][C:4]=1[O:5][CH2:6][CH2:7][N:8]1[CH2:13][CH2:12][CH:11]([CH3:14])[CH2:10][CH2:9]1.